From a dataset of Reaction yield outcomes from USPTO patents with 853,638 reactions. Predict the reaction yield, written as a fraction of the theoretical maximum amount of product (1.0 means a 100% yield; for example, 0.34 means a 34% yield). (1) The reactants are [CH3:1][C:2]1[N:3]=[C:4]2[C:13]3[NH:12][C@H:11]([C:14]4[CH:19]=[CH:18][CH:17]=[CH:16][CH:15]=4)[CH2:10][C:9](=[O:20])[C:8]=3[CH2:7][CH2:6][N:5]2[C:21]=1[CH3:22].ClC1C(=O)C(C#N)=C(C#N)C(=O)C=1Cl.[OH-].[Na+].C(OCC)(=O)C. The catalyst is C1(C)C=CC=CC=1.O1CCCC1. The product is [CH3:1][C:2]1[N:3]=[C:4]2[C:13]3[NH:12][C@H:11]([C:14]4[CH:19]=[CH:18][CH:17]=[CH:16][CH:15]=4)[CH2:10][C:9](=[O:20])[C:8]=3[CH:7]=[CH:6][N:5]2[C:21]=1[CH3:22]. The yield is 0.320. (2) The reactants are Cl.[Br:2][C:3]1[C:11]([Cl:12])=[CH:10][C:6]([C:7]([OH:9])=[O:8])=[C:5]([NH:13][NH2:14])[CH:4]=1.[CH3:15][C:16](=O)[CH2:17][CH3:18]. The catalyst is C(O)(=O)C. The product is [Br:2][C:3]1[C:11]([Cl:12])=[CH:10][C:6]([C:7]([OH:9])=[O:8])=[C:5]([NH:13][N:14]=[C:16]([CH2:17][CH3:18])[CH3:15])[CH:4]=1. The yield is 0.360. (3) The reactants are [Cl:1][C:2]1[CH:18]=[CH:17][C:5]2[CH2:6][CH2:7][N:8](C(=O)C(F)(F)F)[CH2:9][CH2:10][C:4]=2[C:3]=1[NH:19][CH2:20][C:21]1[CH:26]=[CH:25][C:24]([CH2:27][S:28]([CH2:31][C:32]([CH3:35])([CH3:34])[CH3:33])(=[O:30])=[O:29])=[CH:23][CH:22]=1.O[Li].O. The catalyst is CO. The product is [Cl:1][C:2]1[CH:18]=[CH:17][C:5]2[CH2:6][CH2:7][NH:8][CH2:9][CH2:10][C:4]=2[C:3]=1[NH:19][CH2:20][C:21]1[CH:26]=[CH:25][C:24]([CH2:27][S:28]([CH2:31][C:32]([CH3:35])([CH3:34])[CH3:33])(=[O:30])=[O:29])=[CH:23][CH:22]=1. The yield is 0.940. (4) The reactants are [CH3:1][O:2][C:3]1[CH:12]=[CH:11][C:6]([C:7]([NH:9][NH2:10])=[O:8])=[CH:5][C:4]=1[CH2:13][CH2:14][CH2:15][CH2:16][CH2:17][CH2:18][CH2:19][CH2:20][CH2:21][CH2:22][CH3:23].[C:24]([C:26]1([C:29](O)=[O:30])[CH2:28][CH2:27]1)#[N:25]. No catalyst specified. The product is [C:24]([C:26]1([C:29]([NH:10][NH:9][C:7](=[O:8])[C:6]2[CH:11]=[CH:12][C:3]([O:2][CH3:1])=[C:4]([CH2:13][CH2:14][CH2:15][CH2:16][CH2:17][CH2:18][CH2:19][CH2:20][CH2:21][CH2:22][CH3:23])[CH:5]=2)=[O:30])[CH2:28][CH2:27]1)#[N:25]. The yield is 0.420. (5) The reactants are [C:1]([O:5][C:6]([NH:8][C:9]1[C:10]([NH:14][C:15]([C:17]2[CH:22]=[CH:21][C:20]([CH2:23]OS(C)(=O)=O)=[CH:19][N:18]=2)=[O:16])=[CH:11][S:12][CH:13]=1)=[O:7])([CH3:4])([CH3:3])[CH3:2].[CH3:29][N:30]([CH3:34])[CH2:31][CH2:32][NH2:33].C(OCC)(=O)C.O. The catalyst is ClCCl. The product is [C:1]([O:5][C:6]([NH:8][C:9]1[C:10]([NH:14][C:15]([C:17]2[CH:22]=[CH:21][C:20]([CH2:23][NH:33][CH2:32][CH2:31][N:30]([CH3:34])[CH3:29])=[CH:19][N:18]=2)=[O:16])=[CH:11][S:12][CH:13]=1)=[O:7])([CH3:4])([CH3:2])[CH3:3]. The yield is 0.280. (6) The reactants are [CH:1]1([N:6]2[C:10]3=[N:11][CH:12]=[N:13][C:14]([NH2:15])=[C:9]3[C:8]([C:16]3[CH:21]=[CH:20][C:19]([O:22][CH2:23][CH3:24])=[C:18]([O:25]C)[CH:17]=3)=[N:7]2)[CH2:5][CH2:4][CH2:3][CH2:2]1. The catalyst is C(Cl)Cl. The product is [NH2:15][C:14]1[N:13]=[CH:12][N:11]=[C:10]2[N:6]([CH:1]3[CH2:5][CH2:4][CH2:3][CH2:2]3)[N:7]=[C:8]([C:16]3[CH:21]=[CH:20][C:19]([O:22][CH2:23][CH3:24])=[C:18]([OH:25])[CH:17]=3)[C:9]=12. The yield is 0.130. (7) The catalyst is O1CCCC1. The reactants are [CH3:1][NH:2][C:3]1C=[CH:7][C:6]([C:9]2[S:10][C:11]3[CH:17]=[C:16]([OH:18])[CH:15]=[CH:14][C:12]=3[N:13]=2)=[CH:5][CH:4]=1.O(C(OC(C)(C)C)=O)C(OC(C)(C)C)=O.[NH:34]1CCCCC1.[Cl-].[NH4+]. The product is [CH3:1][NH:2][C:3]1[CH:4]=[CH:5][C:6]([C:9]2[S:10][C:11]3[CH:17]=[C:16]([OH:18])[CH:15]=[CH:14][C:12]=3[N:13]=2)=[CH:7][N:34]=1. The yield is 0.720.